Dataset: Reaction yield outcomes from USPTO patents with 853,638 reactions. Task: Predict the reaction yield, written as a fraction of the theoretical maximum amount of product (1.0 means a 100% yield; for example, 0.34 means a 34% yield). The reactants are CCCC[N+](CCCC)(CCCC)CCCC.[F-].[CH3:19][N:20]1[C:24]2[CH:25]=[CH:26][CH:27]=[CH:28][C:23]=2[N:22]=[C:21]1[CH2:29][CH2:30][C:31]#[C:32][Si](C)(C)C.O. The catalyst is C1COCC1. The product is [CH2:29]([C:21]1[N:20]([CH3:19])[C:24]2[CH:25]=[CH:26][CH:27]=[CH:28][C:23]=2[N:22]=1)[CH2:30][C:31]#[CH:32]. The yield is 0.700.